Dataset: Full USPTO retrosynthesis dataset with 1.9M reactions from patents (1976-2016). Task: Predict the reactants needed to synthesize the given product. (1) Given the product [C:1]([C:4]1[C:9]([C:10]2[CH:15]=[CH:14][CH:13]=[CH:12][CH:11]=2)=[N:8][N:7]([CH2:16][CH3:17])[C:6](=[O:18])[C:5]=1[NH:19][C:23]1[CH:24]=[CH:25][C:26]([Br:33])=[C:27]2[C:32]=1[N:31]=[CH:30][CH:29]=[CH:28]2)(=[O:3])[CH3:2], predict the reactants needed to synthesize it. The reactants are: [C:1]([C:4]1[C:9]([C:10]2[CH:15]=[CH:14][CH:13]=[CH:12][CH:11]=2)=[N:8][N:7]([CH2:16][CH3:17])[C:6](=[O:18])[C:5]=1[N+:19]([O-])=O)(=[O:3])[CH3:2].N[C:23]1[CH:24]=[CH:25][C:26]([Br:33])=[C:27]2[C:32]=1[N:31]=[CH:30][CH:29]=[CH:28]2. (2) Given the product [N+:1]([C:4]1[CH:8]=[N:7][N:6]2[C:14]([C:16]3[CH:17]=[C:18]([N:22]([CH2:32][CH2:33][CH3:34])[S:23]([C:26]4[CH:31]=[CH:30][CH:29]=[CH:28][CH:27]=4)(=[O:25])=[O:24])[CH:19]=[CH:20][CH:21]=3)=[CH:13][CH:12]=[N:9][C:5]=12)([O-:3])=[O:2], predict the reactants needed to synthesize it. The reactants are: [N+:1]([C:4]1[CH:8]=[N:7][NH:6][C:5]=1[NH2:9])([O-:3])=[O:2].CN(C)[CH:12]=[CH:13][C:14]([C:16]1[CH:17]=[C:18]([N:22]([CH2:32][CH2:33][CH3:34])[S:23]([C:26]2[CH:31]=[CH:30][CH:29]=[CH:28][CH:27]=2)(=[O:25])=[O:24])[CH:19]=[CH:20][CH:21]=1)=O.C(OCC)(=O)C. (3) The reactants are: [Br:1][C:2]1[C:11]([CH:12]([CH2:39]O)[CH2:13][N:14]2[CH2:19][CH2:18][CH:17]([N:20]([CH2:28][C:29]3[N:34]=[CH:33][C:32]4[O:35][CH2:36][CH2:37][O:38][C:31]=4[CH:30]=3)[C:21](=[O:27])[O:22][C:23]([CH3:26])([CH3:25])[CH3:24])[CH2:16][CH2:15]2)=[C:10]2[C:5]([CH:6]=[CH:7][C:8]([O:41]C)=[N:9]2)=[CH:4][CH:3]=1.C(N(C(C)C)CC)(C)C.CS(OS(C)(=O)=O)(=O)=O. Given the product [Br:1][C:2]1[C:11]2[CH:12]([CH2:13][N:14]3[CH2:19][CH2:18][CH:17]([N:20]([CH2:28][C:29]4[N:34]=[CH:33][C:32]5[O:35][CH2:36][CH2:37][O:38][C:31]=5[CH:30]=4)[C:21](=[O:27])[O:22][C:23]([CH3:25])([CH3:26])[CH3:24])[CH2:16][CH2:15]3)[CH2:39][N:9]3[C:10]=2[C:5]([CH:6]=[CH:7][C:8]3=[O:41])=[CH:4][CH:3]=1, predict the reactants needed to synthesize it. (4) Given the product [CH2:1]([O:8][C:9]1[CH:18]=[C:17]2[C:12]([C:13]([O:19][C:20]3[CH:26]=[CH:25][C:23]([NH:24][C:40]([NH:39][C:33]4[CH:34]=[CH:35][C:36]([F:38])=[CH:37][C:32]=4[F:31])=[O:41])=[C:22]([CH3:27])[C:21]=3[CH3:28])=[CH:14][CH:15]=[N:16]2)=[CH:11][C:10]=1[O:29][CH3:30])[C:2]1[CH:7]=[CH:6][CH:5]=[CH:4][CH:3]=1, predict the reactants needed to synthesize it. The reactants are: [CH2:1]([O:8][C:9]1[CH:18]=[C:17]2[C:12]([C:13]([O:19][C:20]3[CH:26]=[CH:25][C:23]([NH2:24])=[C:22]([CH3:27])[C:21]=3[CH3:28])=[CH:14][CH:15]=[N:16]2)=[CH:11][C:10]=1[O:29][CH3:30])[C:2]1[CH:7]=[CH:6][CH:5]=[CH:4][CH:3]=1.[F:31][C:32]1[CH:37]=[C:36]([F:38])[CH:35]=[CH:34][C:33]=1[N:39]=[C:40]=[O:41].CO. (5) Given the product [OH:8][C:7]1[CH:6]=[C:5]([CH2:4][CH2:3][NH:2][CH:14]=[O:16])[CH:12]=[CH:11][C:9]=1[OH:10], predict the reactants needed to synthesize it. The reactants are: Cl.[NH2:2][CH2:3][CH2:4][C:5]1[CH:12]=[CH:11][C:9]([OH:10])=[C:7]([OH:8])[CH:6]=1.C[C:14](C)([O-:16])C.[Na+]. (6) Given the product [Cl:1][C:2]1[CH:3]=[CH:4][C:5]([C:8]2[C:9](=[O:18])[N:10]([CH2:22][C:23](=[O:24])[C:25]3[CH:30]=[CH:29][CH:28]=[C:27]([C:31]([F:32])([F:33])[F:34])[CH:26]=3)[C:11]3([CH2:17][CH2:16][CH2:15][CH2:14][CH2:13]3)[N:12]=2)=[CH:6][CH:7]=1, predict the reactants needed to synthesize it. The reactants are: [Cl:1][C:2]1[CH:7]=[CH:6][C:5]([C:8]2[C:9](=[O:18])[NH:10][C:11]3([CH2:17][CH2:16][CH2:15][CH2:14][CH2:13]3)[N:12]=2)=[CH:4][CH:3]=1.[H-].[Na+].Br[CH2:22][C:23]([C:25]1[CH:30]=[CH:29][CH:28]=[C:27]([C:31]([F:34])([F:33])[F:32])[CH:26]=1)=[O:24]. (7) The reactants are: [CH3:1][O:2][C:3](=[O:12])[CH:4]([C:6]12[CH2:11][CH:10]1[CH2:9][CH2:8][CH2:7]2)[OH:5]. Given the product [CH3:1][O:2][C:3](=[O:12])[C:4]([C:6]12[CH2:11][CH:10]1[CH2:9][CH2:8][CH2:7]2)=[O:5], predict the reactants needed to synthesize it. (8) The reactants are: [C:1]1([C:7]([C:15]2[CH:20]=[CH:19][CH:18]=[CH:17][CH:16]=2)([C:9]2[CH:14]=[CH:13][CH:12]=[CH:11][CH:10]=2)O)[CH:6]=[CH:5][CH:4]=[CH:3][CH:2]=1.[SH:21][CH2:22][C:23]([OH:25])=[O:24]. Given the product [C:1]1([C:7]([C:15]2[CH:20]=[CH:19][CH:18]=[CH:17][CH:16]=2)([C:9]2[CH:14]=[CH:13][CH:12]=[CH:11][CH:10]=2)[S:21][CH2:22][C:23]([OH:25])=[O:24])[CH:6]=[CH:5][CH:4]=[CH:3][CH:2]=1, predict the reactants needed to synthesize it. (9) Given the product [NH2:18][CH2:17][C@:8]1([CH2:7][C:6]([OH:21])=[O:5])[CH2:14][C@@H:13]2[C@H:9]1[CH:10]=[C:11]([CH2:15][CH3:16])[CH2:12]2, predict the reactants needed to synthesize it. The reactants are: C([O:5][C:6](=[O:21])[CH2:7][C@@:8]1([CH2:17][N+:18]([O-])=O)[CH2:14][C@@H:13]2[C@H:9]1[CH:10]=[C:11]([CH2:15][CH3:16])[CH2:12]2)(C)(C)C.[Cl-].[NH4+].CC(OC(OC(OC(C)(C)C)=O)=O)(C)C.C(N(CC)CC)C.